Dataset: Catalyst prediction with 721,799 reactions and 888 catalyst types from USPTO. Task: Predict which catalyst facilitates the given reaction. (1) Reactant: Cl.[Br:2][C:3]1[C:20]([Br:21])=[CH:19][C:6]2[N:7](C(C)C)[C:8]([N:10]3[CH2:15][CH2:14][NH:13][CH2:12][CH2:11]3)=[N:9][C:5]=2[C:4]=1[N+:22]([O-:24])=[O:23].[C:25](N1CCNCC1)([O:27][C:28]([CH3:31])([CH3:30])[CH3:29])=[O:26]. Product: [Br:2][C:3]1[C:20]([Br:21])=[CH:19][C:6]2[NH:7][C:8]([N:10]3[CH2:11][CH2:12][N:13]([C:25]([O:27][C:28]([CH3:31])([CH3:30])[CH3:29])=[O:26])[CH2:14][CH2:15]3)=[N:9][C:5]=2[C:4]=1[N+:22]([O-:24])=[O:23]. The catalyst class is: 14. (2) Reactant: [C:1]([O:5][C:6]([N:8]1[CH2:12][C@H:11]([F:13])[CH2:10][C@H:9]1[C:14]([OH:16])=O)=[O:7])([CH3:4])([CH3:3])[CH3:2].[CH3:17][O:18][C:19](=[O:28])[C:20]1[CH:25]=[CH:24][C:23]([NH2:26])=[CH:22][C:21]=1[Br:27].CN(C(ON1N=NC2C=CC=CC1=2)=[N+](C)C)C.F[P-](F)(F)(F)(F)F.CCN(C(C)C)C(C)C. Product: [C:1]([O:5][C:6]([N:8]1[CH2:12][C@H:11]([F:13])[CH2:10][C@H:9]1[C:14](=[O:16])[NH:26][C:23]1[CH:24]=[CH:25][C:20]([C:19]([O:18][CH3:17])=[O:28])=[C:21]([Br:27])[CH:22]=1)=[O:7])([CH3:2])([CH3:3])[CH3:4]. The catalyst class is: 2. (3) Reactant: [O:1]([CH2:8][CH2:9][C:10]([NH2:12])=O)[C:2]1[CH:7]=[CH:6][CH:5]=[CH:4][CH:3]=1.[H-].[Al+3].[Li+].[H-].[H-].[H-]. Product: [O:1]([CH2:8][CH2:9][CH2:10][NH2:12])[C:2]1[CH:7]=[CH:6][CH:5]=[CH:4][CH:3]=1. The catalyst class is: 27. (4) Reactant: [C:1](=[O:16])([S:3][CH2:4][CH2:5][CH2:6][N:7](C(OC(C)(C)C)=O)[CH3:8])[CH3:2].[ClH:17]. Product: [ClH:17].[C:1](=[O:16])([S:3][CH2:4][CH2:5][CH2:6][NH:7][CH3:8])[CH3:2]. The catalyst class is: 548. (5) Reactant: [NH2:1][C:2]1[C:7]([C:8]#N)=[CH:6][N:5]=[CH:4][N:3]=1.S(=O)(=O)(O)[OH:11]. Product: [NH2:1][C:2]1[C:7]([CH:8]=[O:11])=[CH:6][N:5]=[CH:4][N:3]=1. The catalyst class is: 522. (6) Reactant: [CH3:1][S:2]([OH:5])(=[O:4])=[O:3].[N:6]1[CH:7]=[CH:8][N:9]2[C:14]=1[CH:13]=[CH:12][C:11]([CH2:15][O:16][C:17]1[CH:22]=[CH:21][C:20]([C:23]3[C:24](=[O:38])[C:25]([CH3:37])([CH3:36])[O:26][C:27]=3[C:28]3[CH:33]=[CH:32][C:31]([O:34][CH3:35])=[CH:30][CH:29]=3)=[CH:19][CH:18]=1)=[N:10]2. Product: [CH3:1][S:2]([OH:5])(=[O:4])=[O:3].[N:6]1[CH:7]=[CH:8][N:9]2[C:14]=1[CH:13]=[CH:12][C:11]([CH2:15][O:16][C:17]1[CH:18]=[CH:19][C:20]([C:23]3[C:24](=[O:38])[C:25]([CH3:36])([CH3:37])[O:26][C:27]=3[C:28]3[CH:33]=[CH:32][C:31]([O:34][CH3:35])=[CH:30][CH:29]=3)=[CH:21][CH:22]=1)=[N:10]2. The catalyst class is: 343.